From a dataset of NCI-60 drug combinations with 297,098 pairs across 59 cell lines. Regression. Given two drug SMILES strings and cell line genomic features, predict the synergy score measuring deviation from expected non-interaction effect. (1) Drug 1: CC1CCC2CC(C(=CC=CC=CC(CC(C(=O)C(C(C(=CC(C(=O)CC(OC(=O)C3CCCCN3C(=O)C(=O)C1(O2)O)C(C)CC4CCC(C(C4)OC)OCCO)C)C)O)OC)C)C)C)OC. Drug 2: CC(C)(C#N)C1=CC(=CC(=C1)CN2C=NC=N2)C(C)(C)C#N. Cell line: SNB-19. Synergy scores: CSS=12.0, Synergy_ZIP=-1.87, Synergy_Bliss=0.522, Synergy_Loewe=0.135, Synergy_HSA=0.0440. (2) Drug 1: CNC(=O)C1=CC=CC=C1SC2=CC3=C(C=C2)C(=NN3)C=CC4=CC=CC=N4. Drug 2: CC1OCC2C(O1)C(C(C(O2)OC3C4COC(=O)C4C(C5=CC6=C(C=C35)OCO6)C7=CC(=C(C(=C7)OC)O)OC)O)O. Cell line: MOLT-4. Synergy scores: CSS=77.4, Synergy_ZIP=4.63, Synergy_Bliss=4.58, Synergy_Loewe=-2.84, Synergy_HSA=6.13. (3) Drug 1: CCC1=CC2CC(C3=C(CN(C2)C1)C4=CC=CC=C4N3)(C5=C(C=C6C(=C5)C78CCN9C7C(C=CC9)(C(C(C8N6C)(C(=O)OC)O)OC(=O)C)CC)OC)C(=O)OC.C(C(C(=O)O)O)(C(=O)O)O. Drug 2: C1C(C(OC1N2C=NC3=C2NC=NCC3O)CO)O. Cell line: DU-145. Synergy scores: CSS=53.3, Synergy_ZIP=-2.47, Synergy_Bliss=-2.20, Synergy_Loewe=1.03, Synergy_HSA=-0.215. (4) Drug 1: CCC1=C2CN3C(=CC4=C(C3=O)COC(=O)C4(CC)O)C2=NC5=C1C=C(C=C5)O. Drug 2: COC1=C2C(=CC3=C1OC=C3)C=CC(=O)O2. Cell line: A549. Synergy scores: CSS=10.5, Synergy_ZIP=-1.56, Synergy_Bliss=3.70, Synergy_Loewe=-1.42, Synergy_HSA=3.64. (5) Drug 1: C1=NNC2=C1C(=O)NC=N2. Drug 2: C1C(C(OC1N2C=NC(=NC2=O)N)CO)O. Cell line: MCF7. Synergy scores: CSS=3.61, Synergy_ZIP=-0.0904, Synergy_Bliss=-0.592, Synergy_Loewe=-6.59, Synergy_HSA=-1.73. (6) Drug 1: C1=CC(=CC=C1CC(C(=O)O)N)N(CCCl)CCCl.Cl. Drug 2: CS(=O)(=O)OCCCCOS(=O)(=O)C. Cell line: SNB-19. Synergy scores: CSS=20.1, Synergy_ZIP=-2.95, Synergy_Bliss=3.36, Synergy_Loewe=-2.19, Synergy_HSA=1.06. (7) Drug 1: CN(CCCl)CCCl.Cl. Drug 2: CC1C(C(CC(O1)OC2CC(CC3=C2C(=C4C(=C3O)C(=O)C5=C(C4=O)C(=CC=C5)OC)O)(C(=O)CO)O)N)O.Cl. Cell line: ACHN. Synergy scores: CSS=49.5, Synergy_ZIP=-6.31, Synergy_Bliss=-9.18, Synergy_Loewe=-7.19, Synergy_HSA=-4.25.